From a dataset of Reaction yield outcomes from USPTO patents with 853,638 reactions. Predict the reaction yield, written as a fraction of the theoretical maximum amount of product (1.0 means a 100% yield; for example, 0.34 means a 34% yield). (1) The reactants are CO.C1C[O:6][CH2:5]C1.[H-].[Na+].[Br:10][C:11]1[CH:12]=[N:13][CH:14]=[C:15]([Br:18])[C:16]=1Br. The catalyst is O. The product is [Br:10][C:11]1[CH:12]=[N:13][CH:14]=[C:15]([Br:18])[C:16]=1[O:6][CH3:5]. The yield is 0.950. (2) The reactants are [CH:1]([C:4]1[CH:10]=[CH:9][C:7]([NH2:8])=[CH:6][CH:5]=1)([CH3:3])[CH3:2].Cl[C:12]([O:14][C:15]1[CH:20]=[CH:19][C:18]([N+:21]([O-:23])=[O:22])=[CH:17][CH:16]=1)=[O:13]. The catalyst is C(Cl)Cl.N1C=CC=CC=1. The product is [N+:21]([C:18]1[CH:17]=[CH:16][C:15]([O:14][C:12](=[O:13])[NH:8][C:7]2[CH:9]=[CH:10][C:4]([CH:1]([CH3:3])[CH3:2])=[CH:5][CH:6]=2)=[CH:20][CH:19]=1)([O-:23])=[O:22]. The yield is 0.950. (3) The reactants are C(OC([N:11]1[CH2:16][CH2:15][N:14]([C:17]([C:19]2[S:44][C:22]3=[CH:23][CH:24]=[C:25]4[C:30]([N:29]=[C:28]([NH:31][C:32]5[CH:37]=[CH:36][CH:35]=[C:34]([N:38]6[CH2:43][CH2:42][CH2:41][CH2:40][CH2:39]6)[CH:33]=5)[N:27]=[CH:26]4)=[C:21]3[CH:20]=2)=[O:18])[CH2:13][CH2:12]1)=O)C1C=CC=CC=1.Br.CO. The catalyst is C(Cl)Cl. The product is [N:14]1([C:17]([C:19]2[S:44][C:22]3=[CH:23][CH:24]=[C:25]4[C:30]([N:29]=[C:28]([NH:31][C:32]5[CH:37]=[CH:36][CH:35]=[C:34]([N:38]6[CH2:43][CH2:42][CH2:41][CH2:40][CH2:39]6)[CH:33]=5)[N:27]=[CH:26]4)=[C:21]3[CH:20]=2)=[O:18])[CH2:15][CH2:16][NH:11][CH2:12][CH2:13]1. The yield is 0.600. (4) The reactants are [Br:1][C:2]1[CH:10]=[C:9]([NH:11][C:12]([O:14][C:15]([CH3:18])([CH3:17])[CH3:16])=[O:13])[C:8]([O:19][CH3:20])=[C:7]2[C:3]=1[C:4]1[CH:31]=[C:30]([CH3:32])[CH:29]=[N:28][C:5]=1[N:6]2[C:21]([O:23][C:24]([CH3:27])([CH3:26])[CH3:25])=[O:22].[H-].[Na+].[CH3:35]I. The catalyst is CN(C=O)C. The product is [Br:1][C:2]1[CH:10]=[C:9]([N:11]([C:12]([O:14][C:15]([CH3:18])([CH3:16])[CH3:17])=[O:13])[CH3:35])[C:8]([O:19][CH3:20])=[C:7]2[C:3]=1[C:4]1[CH:31]=[C:30]([CH3:32])[CH:29]=[N:28][C:5]=1[N:6]2[C:21]([O:23][C:24]([CH3:25])([CH3:26])[CH3:27])=[O:22]. The yield is 0.750. (5) The reactants are [I:1][C:2]1[CH:7]=[CH:6][CH:5]=[CH:4][C:3]=1[OH:8].C(=O)([O-])[O-].[K+].[K+].[CH2:15](Br)[C:16]1[CH:21]=[CH:20][CH:19]=[CH:18][CH:17]=1.O. The catalyst is CC(C)=O.CCCCCCC.CCOC(C)=O. The product is [CH2:15]([O:8][C:3]1[CH:4]=[CH:5][CH:6]=[CH:7][C:2]=1[I:1])[C:16]1[CH:21]=[CH:20][CH:19]=[CH:18][CH:17]=1. The yield is 0.810. (6) The reactants are [CH2:1]([O:8][CH2:9][C@H:10]1[O:14][C:13]([NH2:15])=[N:12][CH2:11]1)[C:2]1[CH:7]=[CH:6][CH:5]=[CH:4][CH:3]=1.[C:16](OCC)(=[O:19])[C:17]#[CH:18]. The catalyst is C(O)C. The product is [CH2:1]([O:8][CH2:9][C@H:10]1[O:14][C:13]2=[N:15][C:16](=[O:19])[CH:17]=[CH:18][N:12]2[CH2:11]1)[C:2]1[CH:7]=[CH:6][CH:5]=[CH:4][CH:3]=1. The yield is 0.280. (7) The reactants are [N-:1]=[N+:2]=[N-:3].[Na+].[C:5]([CH:7]1[CH2:12][CH2:11][N:10]([C:13]([O:15][C:16]([CH3:19])([CH3:18])[CH3:17])=[O:14])[CH2:9][CH2:8]1)#[N:6]. The catalyst is CN(C=O)C.C(OCC)(=O)C. The product is [NH:1]1[C:5]([CH:7]2[CH2:12][CH2:11][N:10]([C:13]([O:15][C:16]([CH3:19])([CH3:18])[CH3:17])=[O:14])[CH2:9][CH2:8]2)=[N:6][N:3]=[N:2]1. The yield is 0.750. (8) The reactants are [S:1]1[C:5]([C:6]([C@@H:8]2[CH2:13][CH2:12][CH2:11][N:10]([C:14]([O:16][C:17]([CH3:20])([CH3:19])[CH3:18])=[O:15])[CH2:9]2)=[O:7])=[CH:4][C:3]2[CH:21]=[CH:22][CH:23]=[CH:24][C:2]1=2.[CH3:25][O:26][CH2:27][CH2:28][CH2:29][CH2:30][Mg]Cl.[NH4+].[Cl-]. The catalyst is C1COCC1. The product is [S:1]1[C:5]([C@:6]([C@@H:8]2[CH2:13][CH2:12][CH2:11][N:10]([C:14]([O:16][C:17]([CH3:20])([CH3:19])[CH3:18])=[O:15])[CH2:9]2)([OH:7])[CH2:30][CH2:29][CH2:28][CH2:27][O:26][CH3:25])=[CH:4][C:3]2[CH:21]=[CH:22][CH:23]=[CH:24][C:2]1=2. The yield is 0.880. (9) The reactants are [F:1][C:2]([F:48])([F:47])[C:3]1[CH:4]=[C:5]([CH:13]([N:15]([CH2:27][C:28]2[CH:33]=[C:32]([C:34]([F:37])([F:36])[F:35])[CH:31]=[CH:30][C:29]=2[N:38]([CH2:41][CH:42]2[CH2:46][CH2:45][CH2:44][CH2:43]2)[CH2:39][CH3:40])[C:16]2[N:21]=[CH:20][C:19]([O:22][CH2:23][CH2:24][S:25][CH3:26])=[CH:18][N:17]=2)[CH3:14])[CH:6]=[C:7]([C:9]([F:12])([F:11])[F:10])[CH:8]=1.OO.[S:51]([O-:54])([O-])=[O:52].[Na+].[Na+].[C:57](#N)C. The catalyst is [Cl-].[Cl-].[Mo+2](=O)=O. The product is [F:48][C:2]([F:1])([F:47])[C:3]1[CH:4]=[C:5]([CH:13]([N:15]([CH2:27][C:28]2[CH:33]=[C:32]([C:34]([F:35])([F:36])[F:37])[CH:31]=[CH:30][C:29]=2[N:38]([CH2:41][CH:42]2[CH2:43][CH2:44][CH2:45][CH2:46]2)[CH2:39][CH3:40])[C:16]2[N:17]=[CH:18][C:19]([O:22][CH2:23][CH2:24][S:25]([CH3:26])=[O:52])=[CH:20][N:21]=2)[CH3:14])[CH:6]=[C:7]([C:9]([F:12])([F:11])[F:10])[CH:8]=1.[F:48][C:2]([F:1])([F:47])[C:3]1[CH:4]=[C:5]([CH:13]([N:15]([CH2:27][C:28]2[CH:33]=[C:32]([C:34]([F:35])([F:36])[F:37])[CH:31]=[CH:30][C:29]=2[N:38]([CH2:41][CH:42]2[CH2:43][CH2:44][CH2:45][CH2:46]2)[CH2:39][CH3:40])[C:16]2[N:17]=[CH:18][C:19]([O:22][CH2:23][CH2:24][S:51]([CH3:57])(=[O:54])=[O:52])=[CH:20][N:21]=2)[CH3:14])[CH:6]=[C:7]([C:9]([F:10])([F:12])[F:11])[CH:8]=1. The yield is 0.0900. (10) The yield is 0.790. The product is [ClH:1].[NH2:24][C@@H:20]1[CH2:21][CH2:22][CH2:23][N:18]([C:3]2[C:2]([Cl:1])=[CH:7][N:6]=[C:5]3[NH:8][CH:9]=[C:10]([NH:11][C:12](=[O:17])[CH2:13][CH:14]([CH3:15])[CH3:16])[C:4]=23)[CH2:19]1. The catalyst is C(O)(C(F)(F)F)=O. The reactants are [Cl:1][C:2]1[C:3]([N:18]2[CH2:23][CH2:22][CH2:21][C@@H:20]([NH:24]C(=O)OC(C)(C)C)[CH2:19]2)=[C:4]2[C:10]([NH:11][C:12](=[O:17])[CH2:13][CH:14]([CH3:16])[CH3:15])=[CH:9][NH:8][C:5]2=[N:6][CH:7]=1.